Predict which catalyst facilitates the given reaction. From a dataset of Catalyst prediction with 721,799 reactions and 888 catalyst types from USPTO. (1) Reactant: [CH2:1]([C@H:8]1[CH2:12][O:11][C:10](=[O:13])[N:9]1[C:14](=[O:20])[CH2:15][CH2:16][CH2:17][C:18]#[CH:19])[C:2]1[CH:7]=[CH:6][CH:5]=[CH:4][CH:3]=1.[Cl-].[Mg+2].[Cl-].[CH2:24](N(CC)CC)C.[Cl:31][C:32]1[N:37]=[CH:36][C:35]([CH:38]=[O:39])=[CH:34][CH:33]=1.Cl[Si](C)(C)C. Product: [CH2:1]([C@H:8]1[CH2:24][CH2:12][O:11][C:10](=[O:13])[N:9]1[C:14](=[O:20])[C@@H:15]([C@@H:38]([C:35]1[CH:36]=[N:37][C:32]([Cl:31])=[CH:33][CH:34]=1)[OH:39])[CH2:16][CH2:17][C:18]#[CH:19])[C:2]1[CH:3]=[CH:4][CH:5]=[CH:6][CH:7]=1. The catalyst class is: 13. (2) Reactant: [P:1](Cl)(Cl)([O:3][C:4]1[CH:9]=[CH:8][CH:7]=[CH:6][CH:5]=1)=[O:2].[F:12][C:13]1[C:18]([OH:19])=[C:17]([F:20])[C:16]([F:21])=[C:15]([F:22])[C:14]=1[F:23].CCN(CC)CC.[ClH:31].[NH2:32][C@@H:33]([CH3:43])[C:34]([O:36][CH:37]1[CH2:42][CH2:41][CH2:40][CH2:39][CH2:38]1)=[O:35]. Product: [Cl:31][C:7]1[CH:8]=[CH:9][C:4]([O:3][P:1]([NH:32][C@@H:33]([CH3:43])[C:34]([O:36][CH:37]2[CH2:42][CH2:41][CH2:40][CH2:39][CH2:38]2)=[O:35])([O:19][C:18]2[C:13]([F:12])=[C:14]([F:23])[C:15]([F:22])=[C:16]([F:21])[C:17]=2[F:20])=[O:2])=[CH:5][CH:6]=1. The catalyst class is: 2. (3) Reactant: [I-].[OH:2][C:3]([CH3:30])([CH2:25][CH2:26][CH2:27][CH2:28][CH3:29])[CH2:4][CH2:5][P+](C1C=CC=CC=1)(C1C=CC=CC=1)C1C=CC=CC=1.C([Li])CCC.[C:36]([O:39][C@H:40]1[CH2:44][CH2:43][C@H:42]([CH:45]=O)[C@H:41]1[CH2:47][CH2:48][S:49][C:50]1[S:51][CH:52]=[C:53]([C:55]([O:57][CH2:58][CH3:59])=[O:56])[N:54]=1)(=[O:38])[CH3:37]. Product: [C:36]([O:39][C@H:40]1[CH2:44][CH2:43][C@H:42](/[CH:45]=[CH:5]/[CH2:4][C:3]([OH:2])([CH3:30])[CH2:25][CH2:26][CH2:27][CH2:28][CH3:29])[C@H:41]1[CH2:47][CH2:48][S:49][C:50]1[S:51][CH:52]=[C:53]([C:55]([O:57][CH2:58][CH3:59])=[O:56])[N:54]=1)(=[O:38])[CH3:37]. The catalyst class is: 7. (4) Reactant: [NH2:1][C:2]1[CH:7]=[CH:6][C:5]([OH:8])=[CH:4][C:3]=1[Cl:9].C1(P(C2C=CC=CC=2)C2C=CC=CC=2)C=CC=CC=1.[Cl:29][C:30]1[CH:35]=[CH:34][CH:33]=[C:32]([Cl:36])[C:31]=1[C:37]1[C:41]([CH2:42]O)=[C:40]([CH:44]([CH3:46])[CH3:45])[O:39][N:38]=1. Product: [Cl:9][C:3]1[CH:4]=[C:5]([O:8][CH2:42][C:41]2[C:37]([C:31]3[C:30]([Cl:29])=[CH:35][CH:34]=[CH:33][C:32]=3[Cl:36])=[N:38][O:39][C:40]=2[CH:44]([CH3:46])[CH3:45])[CH:6]=[CH:7][C:2]=1[NH2:1]. The catalyst class is: 4. (5) Reactant: C(OC(=O)[NH:10][C:11]1([CH3:43])[CH2:16][CH2:15][CH2:14][CH:13]([NH:17][C:18]2[N:23]=[C:22]([C:24]3[C:32]4[C:27](=[CH:28][CH:29]=[CH:30][CH:31]=4)[N:26]([S:33]([C:36]4[CH:41]=[CH:40][CH:39]=[CH:38][CH:37]=4)(=[O:35])=[O:34])[CH:25]=3)[C:21]([Cl:42])=[CH:20][N:19]=2)[CH2:12]1)C1C=CC=CC=1.B(Br)(Br)Br.CO. Product: [Cl:42][C:21]1[C:22]([C:24]2[C:32]3[C:27](=[CH:28][CH:29]=[CH:30][CH:31]=3)[N:26]([S:33]([C:36]3[CH:41]=[CH:40][CH:39]=[CH:38][CH:37]=3)(=[O:35])=[O:34])[CH:25]=2)=[N:23][C:18]([NH:17][CH:13]2[CH2:14][CH2:15][CH2:16][C:11]([CH3:43])([NH2:10])[CH2:12]2)=[N:19][CH:20]=1. The catalyst class is: 2. (6) Reactant: [C:1]1([S:7][C:8]2[C:9]([NH:24][C:25]3[S:29][N:28]=[C:27]([CH:30]4[CH2:35][CH2:34][N:33](C(OC(C)(C)C)=O)[CH2:32][CH2:31]4)[N:26]=3)=[N:10][CH:11]=[C:12]([S:14][C:15]3[CH:20]=[CH:19][N:18]=[C:17]4[CH:21]=[CH:22][S:23][C:16]=34)[CH:13]=2)[CH:6]=[CH:5][CH:4]=[CH:3][CH:2]=1.CO.[ClH:45]. Product: [ClH:45].[ClH:45].[C:1]1([S:7][C:8]2[C:9]([NH:24][C:25]3[S:29][N:28]=[C:27]([CH:30]4[CH2:35][CH2:34][NH:33][CH2:32][CH2:31]4)[N:26]=3)=[N:10][CH:11]=[C:12]([S:14][C:15]3[CH:20]=[CH:19][N:18]=[C:17]4[CH:21]=[CH:22][S:23][C:16]=34)[CH:13]=2)[CH:2]=[CH:3][CH:4]=[CH:5][CH:6]=1. The catalyst class is: 12.